Dataset: Full USPTO retrosynthesis dataset with 1.9M reactions from patents (1976-2016). Task: Predict the reactants needed to synthesize the given product. The reactants are: [CH:1]1([CH:6]([C:10]2[CH:15]=[CH:14][C:13]([C:16]([F:19])([F:18])[F:17])=[CH:12][CH:11]=2)[C:7](O)=[O:8])[CH2:5][CH2:4][CH2:3][CH2:2]1.O.ON1C2C=CC=CC=2N=N1.C(N(CC)C(C)C)(C)C.[NH2:40][C:41]1[CH:42]=[C:43]([CH:55]=[CH:56][CH:57]=1)[CH2:44][C:45]1([C:48]([O:50][C:51]([CH3:54])([CH3:53])[CH3:52])=[O:49])[CH2:47][CH2:46]1.CN(C(ON1N=NC2C=CC=NC1=2)=[N+](C)C)C.F[P-](F)(F)(F)(F)F. Given the product [CH:1]1([CH:6]([C:10]2[CH:15]=[CH:14][C:13]([C:16]([F:17])([F:18])[F:19])=[CH:12][CH:11]=2)[C:7]([NH:40][C:41]2[CH:42]=[C:43]([CH:55]=[CH:56][CH:57]=2)[CH2:44][C:45]2([C:48]([O:50][C:51]([CH3:54])([CH3:52])[CH3:53])=[O:49])[CH2:47][CH2:46]2)=[O:8])[CH2:5][CH2:4][CH2:3][CH2:2]1, predict the reactants needed to synthesize it.